This data is from Catalyst prediction with 721,799 reactions and 888 catalyst types from USPTO. The task is: Predict which catalyst facilitates the given reaction. (1) Reactant: [Br:1][C:2]1[CH:3]=[C:4]2[NH:10][C:9](=[O:11])[C:8]([CH3:13])([CH3:12])[C:5]2=[N:6][CH:7]=1.[H-].[Na+].[CH3:16]I. Product: [Br:1][C:2]1[CH:3]=[C:4]2[N:10]([CH3:16])[C:9](=[O:11])[C:8]([CH3:13])([CH3:12])[C:5]2=[N:6][CH:7]=1. The catalyst class is: 3. (2) Reactant: [F:1][C:2]([F:30])([F:29])[C:3]1[CH:27]=[C:26]([NH2:28])[C:6]2[NH:7][C:8]([N:10]3[CH2:15][CH2:14][N:13]([C:16]4[C:21]([C:22]([F:25])([F:24])[F:23])=[CH:20][CH:19]=[CH:18][N:17]=4)[CH2:12][CH2:11]3)=[N:9][C:5]=2[CH:4]=1.[CH3:31][C:32]([CH3:38])([CH2:36][OH:37])[C:33](O)=[O:34].Cl.CN(C)CCCN=C=NCC. Product: [OH:37][CH2:36][C:32]([CH3:38])([CH3:31])[C:33]([NH:28][C:26]1[C:6]2[NH:7][C:8]([N:10]3[CH2:11][CH2:12][N:13]([C:16]4[C:21]([C:22]([F:23])([F:24])[F:25])=[CH:20][CH:19]=[CH:18][N:17]=4)[CH2:14][CH2:15]3)=[N:9][C:5]=2[CH:4]=[C:3]([C:2]([F:1])([F:29])[F:30])[CH:27]=1)=[O:34]. The catalyst class is: 4. (3) Reactant: Br[C:2]1[CH2:16][C:5]2([CH2:8][N:7]([C:9]([O:11][C:12]([CH3:15])([CH3:14])[CH3:13])=[O:10])[CH2:6]2)[O:4][N:3]=1.[CH3:17][C:18]1([C:24]([O:26][CH2:27][CH3:28])=[O:25])[CH2:23][CH2:22][NH:21][CH2:20][CH2:19]1.C(=O)([O-])[O-].[Na+].[Na+].CN(C=O)C. Product: [CH2:27]([O:26][C:24]([C:18]1([CH3:17])[CH2:23][CH2:22][N:21]([C:2]2[CH2:16][C:5]3([CH2:8][N:7]([C:9]([O:11][C:12]([CH3:15])([CH3:14])[CH3:13])=[O:10])[CH2:6]3)[O:4][N:3]=2)[CH2:20][CH2:19]1)=[O:25])[CH3:28]. The catalyst class is: 84.